From a dataset of Forward reaction prediction with 1.9M reactions from USPTO patents (1976-2016). Predict the product of the given reaction. Given the reactants [I:1][C:2]1[N:3]=[C:4]([CH3:10])[N:5]([CH2:7][CH2:8][NH2:9])[CH:6]=1.[CH3:11][C:12]1[CH:13]=[C:14]([CH2:19][CH2:20][CH:21]=O)[CH:15]=[CH:16][C:17]=1[CH3:18], predict the reaction product. The product is: [CH3:11][C:12]1[CH:13]=[C:14]([CH2:19][CH2:20][CH:21]2[NH:9][CH2:8][CH2:7][N:5]3[C:4]([CH3:10])=[N:3][C:2]([I:1])=[C:6]23)[CH:15]=[CH:16][C:17]=1[CH3:18].